This data is from Full USPTO retrosynthesis dataset with 1.9M reactions from patents (1976-2016). The task is: Predict the reactants needed to synthesize the given product. Given the product [CH3:33][N:34]([CH3:35])[CH2:2][CH2:3][C:4]1[NH:5][C:6]([C:10]2[CH:11]=[C:12]([CH:29]=[CH:30][C:31]=2[CH3:32])[C:13]([N:15]2[CH2:20][CH2:19][CH:18]([C:21]3[CH:28]=[CH:27][C:24]([C:25]#[N:26])=[CH:23][CH:22]=3)[CH2:17][CH2:16]2)=[O:14])=[C:7]([CH3:9])[N:8]=1, predict the reactants needed to synthesize it. The reactants are: Cl[CH2:2][CH2:3][C:4]1[NH:5][C:6]([C:10]2[CH:11]=[C:12]([CH:29]=[CH:30][C:31]=2[CH3:32])[C:13]([N:15]2[CH2:20][CH2:19][CH:18]([C:21]3[CH:28]=[CH:27][C:24]([C:25]#[N:26])=[CH:23][CH:22]=3)[CH2:17][CH2:16]2)=[O:14])=[C:7]([CH3:9])[N:8]=1.[CH3:33][NH:34][CH3:35].